Dataset: Full USPTO retrosynthesis dataset with 1.9M reactions from patents (1976-2016). Task: Predict the reactants needed to synthesize the given product. Given the product [C:20]([C:17]1[CH:18]=[CH:19][C:14]([N:9]2[C:10]3[CH:11]=[CH:12][CH:13]=[C:5]([C:3]([OH:4])=[O:2])[C:6]=3[C:7]([C:30]([F:31])([F:32])[F:33])=[N:8]2)=[CH:15][C:16]=1[NH:22][C@H:23]1[CH2:28][CH2:27][C@H:26]([OH:29])[CH2:25][CH2:24]1)#[N:21], predict the reactants needed to synthesize it. The reactants are: C[O:2][C:3]([C:5]1[C:6]2[C:7]([C:30]([F:33])([F:32])[F:31])=[N:8][N:9]([C:14]3[CH:19]=[CH:18][C:17]([C:20]#[N:21])=[C:16]([NH:22][C@H:23]4[CH2:28][CH2:27][C@H:26]([OH:29])[CH2:25][CH2:24]4)[CH:15]=3)[C:10]=2[CH:11]=[CH:12][CH:13]=1)=[O:4].[OH-].[Na+].Cl.